Dataset: Forward reaction prediction with 1.9M reactions from USPTO patents (1976-2016). Task: Predict the product of the given reaction. (1) Given the reactants Br[C:2]1[CH:3]=[C:4]2[C:9](=[CH:10][CH:11]=1)[N:8]=[CH:7][C:6](C=O)=[C:5]2[NH:14][C:15]1[CH:20]=[CH:19][C:18]([N:21]2[CH2:26][CH2:25][N:24]([C:27](OC(C)(C)C)=[O:28])[CH2:23][CH2:22]2)=[C:17]([C:34]([F:37])([F:36])[F:35])[CH:16]=1.[C:38](O)([C:40](F)(F)F)=[O:39].[CH2:45](N(CC)CC)C.[CH3:52][C:53]([CH3:76])([O:55][C:56](=[O:75])[NH:57][CH2:58][CH2:59][O:60][CH2:61][CH2:62][O:63][CH2:64][CH2:65][O:66][CH2:67][CH2:68][O:69][CH2:70][CH2:71]C(O)=O)[CH3:54].CN(C(O[N:85]1N=N[C:87]2[CH:88]=[CH:89][CH:90]=[N:91][C:86]1=2)=[N+](C)C)C.F[P-](F)(F)(F)(F)F, predict the reaction product. The product is: [NH2:85][C:86]1[N:91]=[CH:90][C:89]([C:2]2[CH:11]=[CH:10][C:9]3=[N:8][CH:7]=[C:6]4[C:5]([N:14]([C:15]5[CH:20]=[CH:19][C:18]([N:21]6[CH2:22][CH2:23][N:24]([C:27](=[O:28])[CH2:71][CH2:70][O:69][CH2:68][CH2:67][O:66][CH2:65][CH2:64][O:63][CH2:62][CH2:61][O:60][CH2:59][CH2:58][NH:57][C:56](=[O:75])[O:55][C:53]([CH3:52])([CH3:54])[CH3:76])[CH2:25][CH2:26]6)=[C:17]([C:34]([F:37])([F:36])[F:35])[CH:16]=5)[C:38](=[O:39])[CH:40]=[CH:45]4)=[C:4]3[CH:3]=2)=[CH:88][CH:87]=1. (2) Given the reactants [N:1]([C@@H:4]([C@H:31]([C:39]1[CH:44]=[C:43]([F:45])[CH:42]=[C:41]([F:46])[CH:40]=1)[C:32]1[CH:37]=[CH:36][C:35]([F:38])=[CH:34][CH:33]=1)[C:5]([NH:7][C:8]1[CH:9]=[N:10][CH:11]=[C:12]([F:30])[C:13]=1[CH2:14][CH2:15][C@H:16]1[CH2:20][O:19]C(C)(C)[N:17]1C(OC(C)(C)C)=O)=[O:6])=[N+:2]=[N-:3].FC(F)(F)C(O)=O.O, predict the reaction product. The product is: [NH2:17][C@H:16]([CH2:20][OH:19])[CH2:15][CH2:14][C:13]1[C:12]([F:30])=[CH:11][N:10]=[CH:9][C:8]=1[NH:7][C:5](=[O:6])[C@@H:4]([N:1]=[N+:2]=[N-:3])[C@H:31]([C:39]1[CH:44]=[C:43]([F:45])[CH:42]=[C:41]([F:46])[CH:40]=1)[C:32]1[CH:33]=[CH:34][C:35]([F:38])=[CH:36][CH:37]=1. (3) Given the reactants [CH:1]1([C:7]2[C:8]3[CH:24]=[CH:23][C:22]([C:25]([OH:27])=O)=[CH:21][C:9]=3[N:10]3[C:16]=2[C:15]2[CH:17]=[CH:18][CH:19]=[CH:20][C:14]=2[O:13][CH2:12][CH2:11]3)[CH2:6][CH2:5][CH2:4][CH2:3][CH2:2]1.C(Cl)(=O)C([Cl:31])=O, predict the reaction product. The product is: [CH:1]1([C:7]2[C:8]3[CH:24]=[CH:23][C:22]([C:25]([Cl:31])=[O:27])=[CH:21][C:9]=3[N:10]3[C:16]=2[C:15]2[CH:17]=[CH:18][CH:19]=[CH:20][C:14]=2[O:13][CH2:12][CH2:11]3)[CH2:6][CH2:5][CH2:4][CH2:3][CH2:2]1. (4) The product is: [CH:19]1([NH:25][C:2]2[C:11]3[C:6](=[CH:7][CH:8]=[CH:9][CH:10]=3)[C:5]([CH2:12][C:13]3[CH:18]=[CH:17][N:16]=[CH:15][CH:14]=3)=[N:4][N:3]=2)[CH2:24][CH2:23][CH2:22][CH2:21][CH2:20]1. Given the reactants Cl[C:2]1[C:11]2[C:6](=[CH:7][CH:8]=[CH:9][CH:10]=2)[C:5]([CH2:12][C:13]2[CH:18]=[CH:17][N:16]=[CH:15][CH:14]=2)=[N:4][N:3]=1.[CH:19]1([NH2:25])[CH2:24][CH2:23][CH2:22][CH2:21][CH2:20]1.C(=O)([O-])O.[Na+], predict the reaction product. (5) Given the reactants [Si:1]([O:8][C@H:9]1[CH2:13][CH2:12][NH:11][CH2:10]1)([C:4]([CH3:7])([CH3:6])[CH3:5])([CH3:3])[CH3:2].[CH3:14][O:15][C:16]1[CH:17]=[C:18]([C@H:22]2[CH2:24]O2)[CH:19]=[CH:20][CH:21]=1.CS(Cl)(=O)=O.[CH3:30][NH2:31], predict the reaction product. The product is: [Si:1]([O:8][C@H:9]1[CH2:13][CH2:12][N:11]([CH2:24][C@H:22]([C:18]2[CH:19]=[CH:20][CH:21]=[C:16]([O:15][CH3:14])[CH:17]=2)[NH:31][CH3:30])[CH2:10]1)([C:4]([CH3:7])([CH3:6])[CH3:5])([CH3:3])[CH3:2].